This data is from Reaction yield outcomes from USPTO patents with 853,638 reactions. The task is: Predict the reaction yield, written as a fraction of the theoretical maximum amount of product (1.0 means a 100% yield; for example, 0.34 means a 34% yield). (1) The reactants are [F:1][C:2]1[CH:10]=[CH:9][CH:8]=[C:7]([F:11])[C:3]=1[C:4](Cl)=[O:5].[CH3:12][C:13]1[O:14][C:15]2[CH:28]=[CH:27][CH:26]=[CH:25][C:16]=2[C:17]=1[C:18]1[CH:19]=[CH:20][C:21]([NH2:24])=[N:22][CH:23]=1.CCN(C(C)C)C(C)C. The catalyst is ClCCl.O1CCCC1.CO.[OH-].[Na+]. The product is [F:1][C:2]1[CH:10]=[CH:9][CH:8]=[C:7]([F:11])[C:3]=1[C:4]([NH:24][C:21]1[CH:20]=[CH:19][C:18]([C:17]2[C:16]3[CH:25]=[CH:26][CH:27]=[CH:28][C:15]=3[O:14][C:13]=2[CH3:12])=[CH:23][N:22]=1)=[O:5]. The yield is 0.730. (2) The reactants are [C:1]([O:5][C:6]([N:8]1[CH2:13][CH2:12][NH:11][CH2:10][CH2:9]1)=[O:7])([CH3:4])([CH3:3])[CH3:2].[Cl:14][C:15]1[CH:29]=[CH:28][C:18]([O:19][C:20]2[CH:21]=[C:22]([CH:25]=[CH:26][CH:27]=2)[CH:23]=O)=[CH:17][CH:16]=1.[BH-](OC(C)=O)(OC(C)=O)OC(C)=O.[Na+].[OH-].[K+]. The catalyst is C1COCC1. The product is [C:1]([O:5][C:6]([N:8]1[CH2:13][CH2:12][N:11]([CH2:23][C:22]2[CH:25]=[CH:26][CH:27]=[C:20]([O:19][C:18]3[CH:28]=[CH:29][C:15]([Cl:14])=[CH:16][CH:17]=3)[CH:21]=2)[CH2:10][CH2:9]1)=[O:7])([CH3:4])([CH3:2])[CH3:3]. The yield is 0.750. (3) The catalyst is CO.CCOC(C)=O. The reactants are [F:1][C:2]1[CH:3]=[CH:4][C:5]([O:25][CH3:26])=[C:6]([C@H:8]2[CH2:12][CH2:11][CH2:10][N:9]2[C:13]2[CH:18]=[CH:17][N:16]3[N:19]=[CH:20][C:21]([C:22]([OH:24])=O)=[C:15]3[N:14]=2)[CH:7]=1.[NH2:27][CH2:28][C@H:29]([OH:32])[CH2:30][OH:31]. The product is [OH:32][C@H:29]([CH2:30][OH:31])[CH2:28][NH:27][C:22]([C:21]1[CH:20]=[N:19][N:16]2[CH:17]=[CH:18][C:13]([N:9]3[CH2:10][CH2:11][CH2:12][C@@H:8]3[C:6]3[CH:7]=[C:2]([F:1])[CH:3]=[CH:4][C:5]=3[O:25][CH3:26])=[N:14][C:15]=12)=[O:24]. The yield is 0.530. (4) The reactants are [NH2:1][CH2:2][C@@H:3]([OH:27])[CH2:4][N:5]1[C:13]2[C:8](=[C:9]([Cl:14])[CH:10]=[CH:11][CH:12]=2)[C:7]([C:15]([NH:17][CH2:18][CH:19]2[CH2:24][CH2:23][C:22]([F:26])([F:25])[CH2:21][CH2:20]2)=[O:16])=[CH:6]1.C1N=CN([C:33](N2C=NC=C2)=[O:34])C=1.O. The catalyst is C1COCC1. The product is [Cl:14][C:9]1[CH:10]=[CH:11][CH:12]=[C:13]2[C:8]=1[C:7]([C:15]([NH:17][CH2:18][CH:19]1[CH2:24][CH2:23][C:22]([F:26])([F:25])[CH2:21][CH2:20]1)=[O:16])=[CH:6][N:5]2[CH2:4][C@@H:3]1[O:27][C:33](=[O:34])[NH:1][CH2:2]1. The yield is 0.370. (5) The product is [CH2:23]([O:22][CH2:21][C:8]1[N:7]([CH2:6][C:5]([CH3:25])([O:4][CH2:3][CH2:2][NH:1][CH2:37][CH2:36][CH2:35][O:34][C:33]([C:45]2[CH:50]=[CH:49][CH:48]=[CH:47][CH:46]=2)([C:27]2[CH:28]=[CH:29][CH:30]=[CH:31][CH:32]=2)[C:39]2[CH:44]=[CH:43][CH:42]=[CH:41][CH:40]=2)[CH3:26])[C:19]2[C:18]3[CH:17]=[CH:16][CH:15]=[CH:14][C:13]=3[N:12]=[C:11]([NH2:20])[C:10]=2[N:9]=1)[CH3:24]. The reactants are [NH2:1][CH2:2][CH2:3][O:4][C:5]([CH3:26])([CH3:25])[CH2:6][N:7]1[C:19]2[C:18]3[CH:17]=[CH:16][CH:15]=[CH:14][C:13]=3[N:12]=[C:11]([NH2:20])[C:10]=2[N:9]=[C:8]1[CH2:21][O:22][CH2:23][CH3:24].[C:27]1([C:33]([C:45]2[CH:50]=[CH:49][CH:48]=[CH:47][CH:46]=2)([C:39]2[CH:44]=[CH:43][CH:42]=[CH:41][CH:40]=2)[O:34][CH2:35][CH2:36][CH:37]=O)[CH:32]=[CH:31][CH:30]=[CH:29][CH:28]=1.C(O)C.[BH4-].[Na+]. The yield is 0.110. The catalyst is C(OCC)(=O)C.O. (6) The reactants are [NH2:1][C:2]1[S:3]/[C:4](=[CH:8]\[C:9]2[CH:14]=[C:13]([O:15][CH2:16][CH2:17][CH3:18])[C:12]([OH:19])=[C:11]([Cl:20])[CH:10]=2)/[C:5](=[O:7])[N:6]=1.Br[CH2:22][C:23]([C:25]1[CH:29]=[CH:28][S:27][CH:26]=1)=O. No catalyst specified. The product is [Cl:20][C:11]1[CH:10]=[C:9](/[CH:8]=[C:4]2/[C:5](=[O:7])[N:6]3[CH:22]=[C:23]([C:25]4[CH:29]=[CH:28][S:27][CH:26]=4)[N:1]=[C:2]3[S:3]/2)[CH:14]=[C:13]([O:15][CH2:16][CH2:17][CH3:18])[C:12]=1[OH:19]. The yield is 0.320. (7) The catalyst is CCO. The reactants are [CH:1]([C:3]1[S:7][C:6](/[CH:8]=[CH:9]/[C:10]([NH:12][CH:13]([C:18]2[CH:23]=[CH:22][CH:21]=[C:20]([C:24]([F:27])([F:26])[F:25])[CH:19]=2)[C:14]([F:17])([F:16])[F:15])=[O:11])=[CH:5][C:4]=1[CH3:28])=O.Cl.[NH2:30][NH:31][C:32]([NH:34][CH3:35])=[O:33]. The product is [CH3:28][C:4]1[CH:5]=[C:6](/[CH:8]=[CH:9]/[C:10]([NH:12][CH:13]([C:18]2[CH:23]=[CH:22][CH:21]=[C:20]([C:24]([F:26])([F:27])[F:25])[CH:19]=2)[C:14]([F:16])([F:17])[F:15])=[O:11])[S:7][C:3]=1/[CH:1]=[N:30]/[NH:31][C:32](=[O:33])[NH:34][CH3:35]. The yield is 0.870.